This data is from Full USPTO retrosynthesis dataset with 1.9M reactions from patents (1976-2016). The task is: Predict the reactants needed to synthesize the given product. (1) Given the product [CH3:11][C:12]1[NH:10][C:1](=[O:9])[C:2]2[C:3](=[CH:5][CH:6]=[CH:7][CH:8]=2)[N:4]=1, predict the reactants needed to synthesize it. The reactants are: [C:1]([NH2:10])(=[O:9])[C:2]1[C:3](=[CH:5][CH:6]=[CH:7][CH:8]=1)[NH2:4].[C:11](O)(=O)[CH3:12]. (2) Given the product [CH2:24]([S:11][C:1]1[C:10]2[C:5](=[CH:6][CH:7]=[CH:8][CH:9]=2)[CH:4]=[CH:3][CH:2]=1)[C:21]1[CH:22]=[CH:23][CH:18]=[CH:19][CH:20]=1, predict the reactants needed to synthesize it. The reactants are: [C:1]1([SH:11])[C:10]2[C:5](=[CH:6][CH:7]=[CH:8][CH:9]=2)[CH:4]=[CH:3][CH:2]=1.C([O-])([O-])=O.[K+].[K+].[CH:18]1[CH:23]=[CH:22][C:21]([CH2:24]Br)=[CH:20][CH:19]=1. (3) The reactants are: [OH:1][C:2]1[CH:15]=[CH:14][C:5]([CH2:6][CH:7]2[S:11][C:10](=[O:12])[NH:9][C:8]2=[O:13])=[CH:4][CH:3]=1.CC(C)([O-])C.[K+].[CH3:22][O:23]/[N:24]=[C:25](/[C:28]1[CH:33]=[CH:32][C:31]([CH2:34][CH3:35])=[CH:30][N:29]=1)\[CH2:26]Br.Cl. Given the product [CH2:34]([C:31]1[CH:32]=[CH:33][C:28]([C:25](=[N:24][O:23][CH3:22])[CH2:26][O:1][C:2]2[CH:15]=[CH:14][C:5]([CH2:6][CH:7]3[S:11][C:10](=[O:12])[NH:9][C:8]3=[O:13])=[CH:4][CH:3]=2)=[N:29][CH:30]=1)[CH3:35], predict the reactants needed to synthesize it. (4) Given the product [Cl:1][C:2]1[C:7]([F:8])=[CH:6][N:5]=[C:4]2[CH:9]=[N:12][NH:13][C:3]=12, predict the reactants needed to synthesize it. The reactants are: [Cl:1][C:2]1[C:7]([F:8])=[CH:6][N:5]=[C:4]([CH:9]=O)[C:3]=1F.[NH2:12][NH2:13].